This data is from Reaction yield outcomes from USPTO patents with 853,638 reactions. The task is: Predict the reaction yield, written as a fraction of the theoretical maximum amount of product (1.0 means a 100% yield; for example, 0.34 means a 34% yield). (1) The reactants are [NH:1]1[CH2:6][CH2:5][CH:4]([CH2:7][OH:8])[CH2:3][CH2:2]1.C(N(CC)CC)C.[CH2:16]([O:23][C:24](Cl)=[O:25])[C:17]1[CH:22]=[CH:21][CH:20]=[CH:19][CH:18]=1. The catalyst is ClCCl. The product is [CH2:16]([O:23][C:24]([N:1]1[CH2:6][CH2:5][CH:4]([CH2:7][OH:8])[CH2:3][CH2:2]1)=[O:25])[C:17]1[CH:22]=[CH:21][CH:20]=[CH:19][CH:18]=1. The yield is 0.770. (2) The reactants are [Cl:1][C:2]1[C:3]([O:24][CH3:25])=[C:4]([CH:8]([CH2:22][CH3:23])[CH2:9][C:10]2([C:18]([F:21])([F:20])[F:19])[O:14]C=N[CH:11]2[O:15]CC)[CH:5]=[CH:6][CH:7]=1.Cl. The catalyst is C1COCC1. The product is [Cl:1][C:2]1[C:3]([O:24][CH3:25])=[C:4]([CH:8]([CH2:22][CH3:23])[CH2:9][C:10]([OH:14])([C:18]([F:21])([F:20])[F:19])[CH:11]=[O:15])[CH:5]=[CH:6][CH:7]=1. The yield is 0.500. (3) The reactants are [C:1]([C:5]1[CH:6]=[C:7]([C:16]2[CH:17]=[C:18]([C:28]3[CH:33]=[CH:32][C:31]([C:34]([O:36]CC)=[O:35])=[CH:30][CH:29]=3)[CH:19]=[CH:20][C:21]=2[O:22][CH2:23][CH2:24][CH2:25][CH2:26][OH:27])[CH:8]=[CH:9][C:10]=1[N:11]1[CH2:15][CH2:14][CH2:13][CH2:12]1)([CH3:4])([CH3:3])[CH3:2].[OH-].[Na+]. No catalyst specified. The product is [C:1]([C:5]1[CH:6]=[C:7]([C:16]2[CH:17]=[C:18]([C:28]3[CH:33]=[CH:32][C:31]([C:34]([OH:36])=[O:35])=[CH:30][CH:29]=3)[CH:19]=[CH:20][C:21]=2[O:22][CH2:23][CH2:24][CH2:25][CH2:26][OH:27])[CH:8]=[CH:9][C:10]=1[N:11]1[CH2:12][CH2:13][CH2:14][CH2:15]1)([CH3:4])([CH3:2])[CH3:3]. The yield is 0.560. (4) The reactants are [CH3:1][O:2][C:3]1[CH:12]=[C:11]2[C:6]([CH:7]=[C:8]([C:17]([O:19]CC)=[O:18])[CH:9]([C:13]([F:16])([F:15])[F:14])[O:10]2)=[CH:5][C:4]=1[CH:22]=[CH2:23].[OH-].[Li+].C(O)C.Cl. The catalyst is C1COCC1.O. The product is [CH3:1][O:2][C:3]1[CH:12]=[C:11]2[C:6]([CH:7]=[C:8]([C:17]([OH:19])=[O:18])[CH:9]([C:13]([F:15])([F:16])[F:14])[O:10]2)=[CH:5][C:4]=1[CH:22]=[CH2:23]. The yield is 0.520. (5) The reactants are [F:1][C:2]1[C:7]([F:8])=[CH:6][CH:5]=[CH:4][C:3]=1[C:9]1[N:14]=[C:13]([N:15]2[CH2:20][CH2:19][NH:18][CH2:17][CH2:16]2)[CH:12]=[CH:11][CH:10]=1.[C:21]1([N:27]=[C:28]=[O:29])[CH:26]=[CH:25][CH:24]=[CH:23][CH:22]=1. No catalyst specified. The product is [F:1][C:2]1[C:7]([F:8])=[CH:6][CH:5]=[CH:4][C:3]=1[C:9]1[N:14]=[C:13]([N:15]2[CH2:16][CH2:17][N:18]([C:28]([NH:27][C:21]3[CH:26]=[CH:25][CH:24]=[CH:23][CH:22]=3)=[O:29])[CH2:19][CH2:20]2)[CH:12]=[CH:11][CH:10]=1. The yield is 0.450. (6) The reactants are [Cl:1][C:2]1[CH:6]=[C:5]([C:7]2[N:8]([CH3:12])[N:9]=[CH:10][N:11]=2)[S:4][C:3]=1[C:13]1[N:17]2[N:18]=[C:19]([CH3:27])[CH:20]=[C:21]([CH:22]([CH2:25][CH3:26])[CH2:23][CH3:24])[C:16]2=[N:15][C:14]=1[CH3:28].C1COCC1.[Li]C(C)(C)C.[F:39]NS(C1C=CC=CC=1)(=O)=O. The catalyst is CCOC(C)=O. The product is [Cl:1][C:2]1[CH:6]=[C:5]([C:7]2[N:8]([CH3:12])[N:9]=[C:10]([F:39])[N:11]=2)[S:4][C:3]=1[C:13]1[N:17]2[N:18]=[C:19]([CH3:27])[CH:20]=[C:21]([CH:22]([CH2:23][CH3:24])[CH2:25][CH3:26])[C:16]2=[N:15][C:14]=1[CH3:28]. The yield is 0.160. (7) The reactants are [CH3:1][O:2][C:3]1[CH:4]=[C:5]2[C:10](=[CH:11][C:12]=1[O:13][CH3:14])[N:9]=[CH:8][N:7]=[C:6]2[O:15][C:16]1[CH:22]=[CH:21][C:19]([NH2:20])=[CH:18][CH:17]=1.Cl[C:24](Cl)([O:26][C:27](=[O:33])OC(Cl)(Cl)Cl)Cl.[CH3:35][N:36]1[CH2:41]C[CH2:39][CH:38](O)[CH2:37]1.C(=O)(O)[O-].[Na+]. The catalyst is C(Cl)Cl.C(N(CC)CC)C.C1(C)C=CC=CC=1. The product is [CH3:1][O:2][C:3]1[CH:4]=[C:5]2[C:10](=[CH:11][C:12]=1[O:13][CH3:14])[N:9]=[CH:8][N:7]=[C:6]2[O:15][C:16]1[CH:22]=[CH:21][C:19]([NH:20][C:27](=[O:33])[O:26][CH:24]2[CH2:39][CH2:38][CH2:37][N:36]([CH3:41])[CH2:35]2)=[CH:18][CH:17]=1. The yield is 0.280. (8) The reactants are [F:1][C:2]1[C:10]([O:11][C:12]2[C:21]3[C:16](=[CH:17][C:18]([O:30][CH3:31])=[C:19]([O:22][CH2:23][CH:24]4[CH2:29][CH2:28][NH:27][CH2:26][CH2:25]4)[CH:20]=3)[N:15]=[CH:14][N:13]=2)=[CH:9][CH:8]=[C:7]2[C:3]=1[CH:4]=[CH:5][NH:6]2.C(N(C(C)C)CC)(C)C.[C:41](Cl)(=[O:43])[CH3:42]. The catalyst is ClCCl. The product is [C:41]([N:27]1[CH2:28][CH2:29][CH:24]([CH2:23][O:22][C:19]2[CH:20]=[C:21]3[C:16](=[CH:17][C:18]=2[O:30][CH3:31])[N:15]=[CH:14][N:13]=[C:12]3[O:11][C:10]2[C:2]([F:1])=[C:3]3[C:7](=[CH:8][CH:9]=2)[NH:6][CH:5]=[CH:4]3)[CH2:25][CH2:26]1)(=[O:43])[CH3:42]. The yield is 0.630. (9) The product is [CH3:1][O:2][C:3]1[C:8]([NH:9][CH:16]=[O:17])=[CH:7][CH:6]=[C:5]([N:10]2[CH2:15][CH2:14][O:13][CH2:12][CH2:11]2)[N:4]=1. The reactants are [CH3:1][O:2][C:3]1[C:8]([NH2:9])=[CH:7][CH:6]=[C:5]([N:10]2[CH2:15][CH2:14][O:13][CH2:12][CH2:11]2)[N:4]=1.[CH:16](O)=[O:17]. No catalyst specified. The yield is 0.880. (10) The reactants are [CH3:1][C:2]1[C:16](=[O:17])[N:15]=[C:14]2[N:4]([C@@H:5]3[O:9][C@H:8]([CH2:10][OH:11])[C@@H:7]([OH:12])[C@@H:6]3[O:13]2)[CH:3]=1.[CH3:18][O:19][CH2:20][CH2:21][O:22]B([O:22][CH2:21][CH2:20][O:19][CH3:18])[O:22][CH2:21][CH2:20][O:19][CH3:18]. The catalyst is COCCO. The product is [CH3:18][O:19][CH2:20][CH2:21][O:22][C@@H:6]1[C@H:7]([OH:12])[C@@H:8]([CH2:10][OH:11])[O:9][C@H:5]1[N:4]1[CH:3]=[C:2]([CH3:1])[C:16](=[O:17])[NH:15][C:14]1=[O:13]. The yield is 0.630.